Dataset: Merck oncology drug combination screen with 23,052 pairs across 39 cell lines. Task: Regression. Given two drug SMILES strings and cell line genomic features, predict the synergy score measuring deviation from expected non-interaction effect. Drug 1: CCC1=CC2CN(C1)Cc1c([nH]c3ccccc13)C(C(=O)OC)(c1cc3c(cc1OC)N(C)C1C(O)(C(=O)OC)C(OC(C)=O)C4(CC)C=CCN5CCC31C54)C2. Drug 2: CCN(CC)CCNC(=O)c1c(C)[nH]c(C=C2C(=O)Nc3ccc(F)cc32)c1C. Cell line: MSTO. Synergy scores: synergy=9.99.